This data is from Reaction yield outcomes from USPTO patents with 853,638 reactions. The task is: Predict the reaction yield, written as a fraction of the theoretical maximum amount of product (1.0 means a 100% yield; for example, 0.34 means a 34% yield). (1) The reactants are [Cl:1][C:2]1[C:7]([Cl:8])=[CH:6][CH:5]=[CH:4][C:3]=1[N:9]1[CH2:14][CH2:13][N:12]([CH2:15][CH2:16][CH2:17][CH:18]=[CH:19][C:20]2[N:29]=[C:28]3[C:23]([CH:24]=[CH:25][C:26](=[O:30])[NH:27]3)=[CH:22][CH:21]=2)[CH2:11][CH2:10]1. The yield is 0.680. The product is [Cl:1][C:2]1[C:7]([Cl:8])=[CH:6][CH:5]=[CH:4][C:3]=1[N:9]1[CH2:14][CH2:13][N:12]([CH2:15][CH2:16][CH2:17][CH2:18][CH2:19][C:20]2[N:29]=[C:28]3[C:23]([CH:24]=[CH:25][C:26](=[O:30])[NH:27]3)=[CH:22][CH:21]=2)[CH2:11][CH2:10]1. The catalyst is [Ni].CO. (2) The reactants are [H-].[Na+].[Cl:3][C:4]1[C:9]([F:10])=[CH:8][C:7]([C:11]2[C:16]([C:17]([NH:19][CH3:20])=[O:18])=[CH:15][N:14]=[CH:13][CH:12]=2)=[C:6](F)[CH:5]=1. The catalyst is C1COCC1. The product is [Cl:3][C:4]1[C:9]([F:10])=[CH:8][C:7]2[C:11]3[C:16](=[CH:15][N:14]=[CH:13][CH:12]=3)[C:17](=[O:18])[N:19]([CH3:20])[C:6]=2[CH:5]=1. The yield is 0.840. (3) The reactants are [CH:1]([C:3]1[CH:10]=[CH:9][C:6]([CH2:7][Cl:8])=[CH:5][CH:4]=1)=[CH2:2].[CH3:11][O:12][CH2:13][CH2:14][O:15][CH2:16][CH2:17][N:18]([CH2:26][CH2:27][O:28][CH2:29][CH2:30][O:31][CH3:32])[CH2:19][CH2:20][O:21][CH2:22][CH2:23][O:24][CH3:25]. The catalyst is CC#N. The product is [Cl-:8].[CH3:11][O:12][CH2:13][CH2:14][O:15][CH2:16][CH2:17][N+:18]([CH2:26][CH2:27][O:28][CH2:29][CH2:30][O:31][CH3:32])([CH2:19][CH2:20][O:21][CH2:22][CH2:23][O:24][CH3:25])[CH2:7][C:6]1[CH:9]=[CH:10][C:3]([CH:1]=[CH2:2])=[CH:4][CH:5]=1. The yield is 0.980. (4) The reactants are [Cl:1][C:2]1[C:11]2[C:6](=[CH:7][C:8]([O:16][C:17](=[O:19])[CH3:18])=[C:9]([O:12][C:13](=[O:15])[CH3:14])[CH:10]=2)[N:5]=[CH:4][N:3]=1.[C:20]([C:22]1[CH:23]=[C:24]([CH:26]=[CH:27][CH:28]=1)[NH2:25])#[CH:21]. No catalyst specified. The product is [ClH:1].[C:20]([C:22]1[CH:23]=[C:24]([NH:25][C:2]2[C:11]3[C:6](=[CH:7][C:8]([O:16][C:17](=[O:19])[CH3:18])=[C:9]([O:12][C:13](=[O:15])[CH3:14])[CH:10]=3)[N:5]=[CH:4][N:3]=2)[CH:26]=[CH:27][CH:28]=1)#[CH:21]. The yield is 0.790. (5) The reactants are [CH3:1][C:2]1[CH:11]=[CH:10][C:9]2[C:8]([NH:12][C:13]3[CH:18]=[CH:17][CH:16]=[C:15]([C:19]([F:22])([F:21])[F:20])[CH:14]=3)=[N:7][CH:6]=[CH:5][C:4]=2[C:3]=1[NH2:23].Cl[C:25]1[C:30]([C:31]2[CH:36]=[CH:35][N:34]=[CH:33][N:32]=2)=[CH:29][CH:28]=[CH:27][N:26]=1.CN(C1C=CC=CC=1C1C=CC=CC=1)C.C[Si]([N-][Si](C)(C)C)(C)C.[Li+]. The catalyst is C1C=CC(/C=C/C(/C=C/C2C=CC=CC=2)=O)=CC=1.C1C=CC(/C=C/C(/C=C/C2C=CC=CC=2)=O)=CC=1.C1C=CC(/C=C/C(/C=C/C2C=CC=CC=2)=O)=CC=1.[Pd].[Pd].C1COCC1. The product is [CH3:1][C:2]1[CH:11]=[CH:10][C:9]2[C:8]([NH:12][C:13]3[CH:18]=[CH:17][CH:16]=[C:15]([C:19]([F:22])([F:20])[F:21])[CH:14]=3)=[N:7][CH:6]=[CH:5][C:4]=2[C:3]=1[NH:23][C:25]1[C:30]([C:31]2[CH:36]=[CH:35][N:34]=[CH:33][N:32]=2)=[CH:29][CH:28]=[CH:27][N:26]=1. The yield is 0.560. (6) The reactants are [Br:1][C:2]1[CH:3]=[C:4]2[C:10]3([CH2:14][CH2:13][NH:12][CH2:11]3)[CH2:9][N:8]([C:15]([NH:17][C:18]3[S:19][C:20]([Cl:23])=[CH:21][N:22]=3)=[O:16])[C:5]2=[CH:6][CH:7]=1.[CH:24](O)=[O:25].Cl.C(N=C=NCCCN(C)C)C. The catalyst is CN(C=O)C.O. The product is [Br:1][C:2]1[CH:3]=[C:4]2[C:10]3([CH2:14][CH2:13][N:12]([CH:24]=[O:25])[CH2:11]3)[CH2:9][N:8]([C:15]([NH:17][C:18]3[S:19][C:20]([Cl:23])=[CH:21][N:22]=3)=[O:16])[C:5]2=[CH:6][CH:7]=1. The yield is 0.540.